This data is from Forward reaction prediction with 1.9M reactions from USPTO patents (1976-2016). The task is: Predict the product of the given reaction. (1) Given the reactants [CH3:1][O:2][C:3]1[CH:4]=[C:5]([CH2:11][CH:12]([NH:14][CH:15]=O)[CH3:13])[CH:6]=[C:7]([O:9][CH3:10])[CH:8]=1.O=P(Cl)(Cl)Cl, predict the reaction product. The product is: [CH3:10][O:9][C:7]1[CH:6]=[C:5]2[C:4](=[C:3]([O:2][CH3:1])[CH:8]=1)[CH:15]=[N:14][CH:12]([CH3:13])[CH2:11]2. (2) Given the reactants [F:1][C:2]1[CH:7]=[CH:6][CH:5]=[C:4]([F:8])[C:3]=1[OH:9].C1N2CN3CN(C2)CN1C3.O.[C:21](O)(=[O:23])C, predict the reaction product. The product is: [F:1][C:2]1[CH:7]=[C:6]([CH:5]=[C:4]([F:8])[C:3]=1[OH:9])[CH:21]=[O:23]. (3) Given the reactants [O:1]=[C:2]1[NH:7][C:6]2[CH:8]=[C:9]([C:11]3[CH:16]=[CH:15][CH:14]=[CH:13][CH:12]=3)[S:10][C:5]=2[C:4](=[O:17])[N:3]1[CH:18]1[CH2:23][CH2:22][N:21]([C:24]([O:26][C:27]([CH3:30])([CH3:29])[CH3:28])=[O:25])[CH2:20][CH2:19]1.Cl[CH2:32][C:33]#[N:34].C(=O)([O-])[O-].[K+].[K+].C(=O)([O-])[O-].[Na+].[Na+].C(N(C(C)C)CC)(C)C, predict the reaction product. The product is: [C:33]([CH2:32][N:7]1[C:6]2[CH:8]=[C:9]([C:11]3[CH:16]=[CH:15][CH:14]=[CH:13][CH:12]=3)[S:10][C:5]=2[C:4](=[O:17])[N:3]([CH:18]2[CH2:23][CH2:22][N:21]([C:24]([O:26][C:27]([CH3:30])([CH3:29])[CH3:28])=[O:25])[CH2:20][CH2:19]2)[C:2]1=[O:1])#[N:34]. (4) The product is: [C:2]1([N:1]2[CH2:8][CH2:9][O:10][CH2:12][C:13]2=[O:14])[CH:7]=[CH:6][CH:5]=[CH:4][CH:3]=1. Given the reactants [NH:1]([CH2:8][CH2:9][OH:10])[C:2]1[CH:7]=[CH:6][CH:5]=[CH:4][CH:3]=1.Cl[CH2:12][C:13](Cl)=[O:14].[OH-].[Na+], predict the reaction product. (5) Given the reactants [N+:1]([C:4]1[CH:12]=[CH:11][CH:10]=[CH:9][C:5]=1[C:6](O)=[O:7])([O-:3])=[O:2].CN(C)C=O.C(Cl)(=O)C([Cl:21])=O, predict the reaction product. The product is: [N+:1]([C:4]1[CH:12]=[CH:11][CH:10]=[CH:9][C:5]=1[C:6]([Cl:21])=[O:7])([O-:3])=[O:2]. (6) Given the reactants [CH3:1][N:2]([CH3:21])[C:3]1[S:4][C:5]([CH:8]2[C:13]3[N:14]4[N:19]=[C:18]([CH3:20])[S:17][C:15]4=[N:16][C:12]=3[CH2:11][CH2:10][NH:9]2)=[CH:6][N:7]=1.[Cl:22][C:23]1[C:28]([O:29][CH2:30][C:31](OC(C)(C)C)=[O:32])=[CH:27][CH:26]=[C:25]([NH:38][S:39]([CH3:42])(=[O:41])=[O:40])[N:24]=1, predict the reaction product. The product is: [Cl:22][C:23]1[N:24]=[C:25]([NH:38][S:39]([CH3:42])(=[O:40])=[O:41])[CH:26]=[CH:27][C:28]=1[O:29][CH2:30][C:31]([N:9]1[CH2:10][CH2:11][C:12]2[N:16]=[C:15]3[S:17][C:18]([CH3:20])=[N:19][N:14]3[C:13]=2[CH:8]1[C:5]1[S:4][C:3]([N:2]([CH3:21])[CH3:1])=[N:7][CH:6]=1)=[O:32]. (7) The product is: [CH:1]1([C:4]2[CH:9]=[CH:8][C:7]([CH:10]3[N:14]([CH2:15][CH2:16][C:17]4[CH:22]=[CH:21][C:20]([O:23][CH3:24])=[CH:19][CH:18]=4)[C:13](=[O:25])[C:12]4([CH2:26][CH2:27][N:28]([C:37]([NH2:36])=[O:39])[CH2:29][CH2:30]4)[N:11]3[CH3:31])=[CH:6][CH:5]=2)[CH2:3][CH2:2]1. Given the reactants [CH:1]1([C:4]2[CH:9]=[CH:8][C:7]([CH:10]3[N:14]([CH2:15][CH2:16][C:17]4[CH:22]=[CH:21][C:20]([O:23][CH3:24])=[CH:19][CH:18]=4)[C:13](=[O:25])[C:12]4([CH2:30][CH2:29][NH:28][CH2:27][CH2:26]4)[N:11]3[CH3:31])=[CH:6][CH:5]=2)[CH2:3][CH2:2]1.C[Si]([N+:36]#[C-:37])(C)C.C([O-])(O)=[O:39].[Na+], predict the reaction product. (8) Given the reactants [F:1][C:2]([F:13])([CH3:12])[CH2:3][CH:4]([CH2:8][C:9](=[O:11])[CH3:10])[C:5]([OH:7])=[O:6].[OH-].[Na+:15], predict the reaction product. The product is: [F:1][C:2]([F:13])([CH3:12])[CH2:3][CH:4]([CH2:8][C:9](=[O:11])[CH3:10])[C:5]([O-:7])=[O:6].[Na+:15]. (9) Given the reactants C(OC([N:8]([C:53]1[N:54]=[CH:55][S:56][CH:57]=1)[S:9]([C:12]1[C:50]([F:51])=[CH:49][C:15]([O:16][C:17]2[C:18]([C:30]3[CH:35]=[CH:34][N:33]=[C:32]([N:36]4[CH2:41][CH2:40][N:39](C(OC(C)(C)C)=O)[CH2:38][CH2:37]4)[N:31]=3)=[CH:19][C:20]([C:23]3[CH:28]=[CH:27][CH:26]=[C:25]([F:29])[CH:24]=3)=[N:21][CH:22]=2)=[C:14]([Cl:52])[CH:13]=1)(=[O:11])=[O:10])=O)(C)(C)C, predict the reaction product. The product is: [Cl:52][C:14]1[C:15]([O:16][C:17]2[CH:22]=[N:21][C:20]([C:23]3[CH:28]=[CH:27][CH:26]=[C:25]([F:29])[CH:24]=3)=[CH:19][C:18]=2[C:30]2[CH:35]=[CH:34][N:33]=[C:32]([N:36]3[CH2:37][CH2:38][NH:39][CH2:40][CH2:41]3)[N:31]=2)=[CH:49][C:50]([F:51])=[C:12]([S:9]([NH:8][C:53]2[N:54]=[CH:55][S:56][CH:57]=2)(=[O:11])=[O:10])[CH:13]=1.